Dataset: Forward reaction prediction with 1.9M reactions from USPTO patents (1976-2016). Task: Predict the product of the given reaction. (1) The product is: [CH3:18][O:19][C:20](=[O:35])[CH2:21][C:22]1[C:26]2[C:27]([Cl:33])=[CH:28][C:29]([OH:31])=[CH:30][C:25]=2[S:24][C:23]=1[CH3:34]. Given the reactants C(S)CCCCCCCCCCC.[Cl-].[Al+3].[Cl-].[Cl-].[CH3:18][O:19][C:20](=[O:35])[CH2:21][C:22]1[C:26]2[C:27]([Cl:33])=[CH:28][C:29]([O:31]C)=[CH:30][C:25]=2[S:24][C:23]=1[CH3:34], predict the reaction product. (2) Given the reactants [C:1]1([CH:7]2[CH:16]=[CH:15][C:14]3[C:9](=[CH:10][CH:11]=[CH:12][CH:13]=3)[O:8]2)[CH:6]=[CH:5][CH:4]=[CH:3][CH:2]=1.B.C1C[O:21]CC1.[OH-].[Na+].OO, predict the reaction product. The product is: [C:1]1([C@@H:7]2[C@@H:16]([OH:21])[CH2:15][C:14]3[C:9](=[CH:10][CH:11]=[CH:12][CH:13]=3)[O:8]2)[CH:2]=[CH:3][CH:4]=[CH:5][CH:6]=1. (3) Given the reactants [C:1]([C:4]1[CH:9]=[CH:8][CH:7]=[CH:6][CH:5]=1)(=[O:3])[CH3:2].[BrH:10].BrBr.CC(O)=O, predict the reaction product. The product is: [Br:10][CH2:2][C:1]([C:4]1[CH:9]=[CH:8][CH:7]=[CH:6][CH:5]=1)=[O:3].